From a dataset of Forward reaction prediction with 1.9M reactions from USPTO patents (1976-2016). Predict the product of the given reaction. (1) The product is: [ClH:40].[ClH:41].[C:6]([CH2:8][N:9]1[CH:13]=[CH:12][N:11]=[C:10]1[S:14][C:15]1[CH:39]=[CH:38][C:18]([NH:19][C:20]2[C:29]3[C:24](=[CH:25][CH:26]=[CH:27][C:28]=3[O:30][CH:31]3[CH2:32][CH2:33][N:34]([CH3:37])[CH2:35][CH2:36]3)[N:23]=[CH:22][N:21]=2)=[CH:17][C:16]=1[Cl:40])([OH:7])=[O:5]. Given the reactants C([O:5][C:6]([CH2:8][N:9]1[CH:13]=[CH:12][N:11]=[C:10]1[S:14][C:15]1[CH:39]=[CH:38][C:18]([NH:19][C:20]2[C:29]3[C:24](=[CH:25][CH:26]=[CH:27][C:28]=3[O:30][CH:31]3[CH2:36][CH2:35][N:34]([CH3:37])[CH2:33][CH2:32]3)[N:23]=[CH:22][N:21]=2)=[CH:17][C:16]=1[Cl:40])=[O:7])(C)(C)C.[ClH:41], predict the reaction product. (2) Given the reactants [CH3:1][C:2]1[C:10]2[CH2:9][O:8][C:7](=[O:11])[C:6]=2[CH:5]=[CH:4][C:3]=1[CH:12]([CH3:16])[C:13](O)=[O:14].B.C1COCC1, predict the reaction product. The product is: [OH:14][CH2:13][CH:12]([C:3]1[CH:4]=[CH:5][C:6]2[C:7](=[O:11])[O:8][CH2:9][C:10]=2[C:2]=1[CH3:1])[CH3:16]. (3) Given the reactants O([C:9]([O:11][C:12]([CH3:15])([CH3:14])[CH3:13])=[O:10])[C:9]([O:11][C:12]([CH3:15])([CH3:14])[CH3:13])=[O:10].O.Cl.[NH:18]1[CH2:23][CH2:22][C:21](=[O:24])[CH2:20][CH2:19]1, predict the reaction product. The product is: [C:12]([O:11][C:9]([N:18]1[CH2:23][CH2:22][C:21](=[O:24])[CH2:20][CH2:19]1)=[O:10])([CH3:13])([CH3:14])[CH3:15]. (4) Given the reactants [CH2:1]([N:8]1[C:16]2[C:11](=[CH:12][C:13]([OH:17])=[CH:14][CH:15]=2)[C:10]([C:18]([OH:20])=O)=[C:9]1[CH3:21])[C:2]1[CH:7]=[CH:6][CH:5]=[CH:4][CH:3]=1.C(Cl)CCl.C1C=CC2N(O)N=NC=2C=1.[F:36][C:37]1[CH:38]=[C:39]([CH:42]=[C:43]([F:45])[CH:44]=1)[CH2:40][NH2:41], predict the reaction product. The product is: [F:36][C:37]1[CH:38]=[C:39]([CH:42]=[C:43]([F:45])[CH:44]=1)[CH2:40][NH:41][C:18]([C:10]1[C:11]2[C:16](=[CH:15][CH:14]=[C:13]([OH:17])[CH:12]=2)[N:8]([CH2:1][C:2]2[CH:7]=[CH:6][CH:5]=[CH:4][CH:3]=2)[C:9]=1[CH3:21])=[O:20]. (5) Given the reactants [C:1]([O:5][C:6]([N:8]1[CH2:17][CH2:16][C:15]2[NH:14][N:13]=[C:12]([C:18]3[CH:23]=[CH:22][C:21]([Cl:24])=[CH:20][CH:19]=3)[C:11]=2[CH2:10][CH2:9]1)=[O:7])([CH3:4])([CH3:3])[CH3:2].[H-].[Na+].Cl[CH:28]1[CH2:31][CH2:30][CH2:29]1, predict the reaction product. The product is: [C:1]([O:5][C:6]([N:8]1[CH2:17][CH2:16][C:15]2[C:11](=[C:12]([C:18]3[CH:23]=[CH:22][C:21]([Cl:24])=[CH:20][CH:19]=3)[N:13]([CH:28]3[CH2:31][CH2:30][CH2:29]3)[N:14]=2)[CH2:10][CH2:9]1)=[O:7])([CH3:4])([CH3:2])[CH3:3]. (6) Given the reactants F[C:2]1[C:7]([C:8]([F:11])([F:10])[F:9])=[CH:6][CH:5]=[CH:4][C:3]=1[CH2:12][OH:13].[NH2:14][C:15]1[CH:19]=[CH:18][N:17]([CH3:20])[N:16]=1.Cl[C:22]1[C:31]2[C:26](=[CH:27][CH:28]=[C:29]([OH:32])[CH:30]=2)[N:25]=[CH:24][N:23]=1, predict the reaction product. The product is: [CH3:20][N:17]1[CH:18]=[CH:19][C:15]([NH:14][C:22]2[C:31]3[C:26](=[CH:27][CH:28]=[C:29]([O:32][C:2]4[C:7]([C:8]([F:11])([F:10])[F:9])=[CH:6][CH:5]=[CH:4][C:3]=4[CH2:12][OH:13])[CH:30]=3)[N:25]=[CH:24][N:23]=2)=[N:16]1. (7) Given the reactants [C:1]([C:3]1[C:4](=[O:18])[N:5]([CH:11]([CH3:17])[C:12]([O:14][CH2:15][CH3:16])=[O:13])[CH:6]=[CH:7][C:8]=1[O:9][CH3:10])#[N:2].[Br:19]N1C(=O)CCC1=O, predict the reaction product. The product is: [Br:19][C:7]1[C:8]([O:9][CH3:10])=[C:3]([C:1]#[N:2])[C:4](=[O:18])[N:5]([CH:11]([CH3:17])[C:12]([O:14][CH2:15][CH3:16])=[O:13])[CH:6]=1. (8) The product is: [CH2:1]([O:3][C:4](=[O:27])[C:5]([N:7]([CH2:19][C:20]1[CH:21]=[CH:22][C:23]([NH:26][CH2:28][CH:29]([OH:40])[CH2:30][CH2:31][CH2:32][CH2:33][CH2:34][CH2:35][CH2:36][CH2:37][CH2:38][CH3:39])=[CH:24][CH:25]=1)[CH2:8][C:9]1[CH:10]=[CH:11][C:12]([C:15]([F:16])([F:17])[F:18])=[CH:13][CH:14]=1)=[O:6])[CH3:2]. Given the reactants [CH2:1]([O:3][C:4](=[O:27])[C:5]([N:7]([CH2:19][C:20]1[CH:25]=[CH:24][C:23]([NH2:26])=[CH:22][CH:21]=1)[CH2:8][C:9]1[CH:14]=[CH:13][C:12]([C:15]([F:18])([F:17])[F:16])=[CH:11][CH:10]=1)=[O:6])[CH3:2].[CH2:28]1[O:40][CH:29]1[CH2:30][CH2:31][CH2:32][CH2:33][CH2:34][CH2:35][CH2:36][CH2:37][CH2:38][CH3:39].Cl([O-])(=O)(=O)=O.[Mg+2].Cl([O-])(=O)(=O)=O.O, predict the reaction product.